From a dataset of Reaction yield outcomes from USPTO patents with 853,638 reactions. Predict the reaction yield, written as a fraction of the theoretical maximum amount of product (1.0 means a 100% yield; for example, 0.34 means a 34% yield). (1) The reactants are [NH2:1][C:2]1[C:7]2=[C:8]([C:16]3[CH:21]=[CH:20][C:19]([NH:22][C:23]([NH:25][C:26]4[CH:31]=[C:30]([C:32]([F:35])([F:34])[F:33])[CH:29]=[CH:28][C:27]=4[F:36])=[O:24])=[CH:18][CH:17]=3)[C:9]([CH2:13][O:14][CH3:15])=[C:10]([CH:11]=O)[N:6]2[N:5]=[CH:4][N:3]=1.[NH:37]1[CH2:42][CH2:41][O:40][CH2:39][CH2:38]1.C(O[BH-](OC(=O)C)OC(=O)C)(=O)C.[Na+]. The catalyst is ClC(Cl)C.C(Cl)Cl. The product is [NH2:1][C:2]1[C:7]2=[C:8]([C:16]3[CH:21]=[CH:20][C:19]([NH:22][C:23]([NH:25][C:26]4[CH:31]=[C:30]([C:32]([F:33])([F:34])[F:35])[CH:29]=[CH:28][C:27]=4[F:36])=[O:24])=[CH:18][CH:17]=3)[C:9]([CH2:13][O:14][CH3:15])=[C:10]([CH2:11][N:37]3[CH2:42][CH2:41][O:40][CH2:39][CH2:38]3)[N:6]2[N:5]=[CH:4][N:3]=1. The yield is 0.460. (2) The reactants are [NH2:1][CH2:2][CH2:3][CH2:4][OH:5].[N:6]1[CH:11]=[CH:10][N:9]=[CH:8][C:7]=1[C:12](O)=[O:13].CCN(C(C)C)C(C)C.C1C=CC2N(O)N=NC=2C=1.CCN=C=NCCCN(C)C.Cl. The catalyst is C(Cl)Cl.[Cl-].[Na+].O. The product is [OH:5][CH2:4][CH2:3][CH2:2][NH:1][C:12]([C:7]1[CH:8]=[N:9][CH:10]=[CH:11][N:6]=1)=[O:13]. The yield is 0.680. (3) The reactants are C(N(CC)CC)C.[CH3:8][N:9]1[C:17]2[C:12](=[CH:13][CH:14]=[CH:15][CH:16]=2)[C:11]([CH:18]=[O:19])=[N:10]1.[CH:20](=[N:27][C:28]1[CH:29]=[C:30]([CH:35]=[C:36]([O:38][CH3:39])[CH:37]=1)[O:31][CH2:32][CH2:33][OH:34])[C:21]1[CH:26]=[CH:25][CH:24]=[CH:23][CH:22]=1. The catalyst is [Cl-].C([N+]1C(C)=C(CCO)SC=1)C1C=CC=CC=1.C(O)C. The product is [OH:34][CH2:33][CH2:32][O:31][C:30]1[CH:29]=[C:28]([NH:27][CH:20]([C:21]2[CH:26]=[CH:25][CH:24]=[CH:23][CH:22]=2)[C:18]([C:11]2[C:12]3[C:17](=[CH:16][CH:15]=[CH:14][CH:13]=3)[N:9]([CH3:8])[N:10]=2)=[O:19])[CH:37]=[C:36]([O:38][CH3:39])[CH:35]=1. The yield is 0.0700. (4) The reactants are [CH3:1][C:2]1[C:6]([C:7]2[CH:8]=[C:9]([N+:19]([O-])=O)[C:10]([NH:17][CH3:18])=[C:11]([CH:16]=2)[C:12]([O:14][CH3:15])=[O:13])=[C:5]([CH3:22])[O:4][N:3]=1.CCO. The catalyst is CCOC(C)=O. The product is [NH2:19][C:9]1[C:10]([NH:17][CH3:18])=[C:11]([CH:16]=[C:7]([C:6]2[C:2]([CH3:1])=[N:3][O:4][C:5]=2[CH3:22])[CH:8]=1)[C:12]([O:14][CH3:15])=[O:13]. The yield is 0.990. (5) The yield is 0.560. The reactants are C(OC(=O)[NH:7][C:8]1[CH:12]=[CH:11][S:10][C:9]=1[CH:13]=O)(C)(C)C.[C:16](#[N:20])[CH2:17][C:18]#[N:19]. The catalyst is C(O)C.N1CCCCC1. The product is [NH2:19][C:18]1[N:7]=[C:8]2[CH:12]=[CH:11][S:10][C:9]2=[CH:13][C:17]=1[C:16]#[N:20]. (6) The reactants are F[C:2]([CH3:9])([CH3:8])[C:3](=O)[CH2:4][C:5]#[N:6].Cl.[C:11]1([NH:17][NH2:18])[CH:16]=[CH:15][CH:14]=[CH:13][CH:12]=1.[CH3:19][CH2:20][OH:21]. No catalyst specified. The product is [CH2:20]([O:21][C:2]([C:3]1[CH:4]=[C:5]([NH2:6])[N:17]([C:11]2[CH:16]=[CH:15][CH:14]=[CH:13][CH:12]=2)[N:18]=1)([CH3:9])[CH3:8])[CH3:19]. The yield is 0.240.